From a dataset of Catalyst prediction with 721,799 reactions and 888 catalyst types from USPTO. Predict which catalyst facilitates the given reaction. (1) Reactant: C[O-].[Na+].[O:4]1[CH:8]=[CH:7][C:6]([CH:9]=O)=[CH:5]1.[N+:11]([CH3:14])([O-:13])=[O:12].CCOCC. Product: [N+:11]([CH:14]=[CH:9][C:6]1[CH:7]=[CH:8][O:4][CH:5]=1)([O-:13])=[O:12]. The catalyst class is: 5. (2) Reactant: [O:1]1[CH2:6][CH2:5][N:4]([CH2:7][CH2:8][O:9][C:10]2[CH:15]=[CH:14][CH:13]=[CH:12][C:11]=2[CH:16]([C:20]2[CH:25]=[CH:24][C:23]([O:26][CH3:27])=[C:22]([O:28][CH3:29])[CH:21]=2)[CH2:17][CH2:18][OH:19])[CH2:3][CH2:2]1.C(N(CC)CC)C.[CH3:37][S:38](Cl)(=[O:40])=[O:39]. Product: [CH3:37][S:38]([O:19][CH2:18][CH2:17][CH:16]([C:11]1[CH:12]=[CH:13][CH:14]=[CH:15][C:10]=1[O:9][CH2:8][CH2:7][N:4]1[CH2:3][CH2:2][O:1][CH2:6][CH2:5]1)[C:20]1[CH:25]=[CH:24][C:23]([O:26][CH3:27])=[C:22]([O:28][CH3:29])[CH:21]=1)(=[O:40])=[O:39]. The catalyst class is: 4. (3) Reactant: [Br:1][C:2]1[C:7]([Cl:8])=[CH:6][C:5]([C:9]2[C:18]3[C:13](=[CH:14][C:15]([S:19]([O:22]C4C(F)=C(F)C(F)=C(F)C=4F)(=O)=[O:20])=[CH:16][CH:17]=3)[N:12]=[CH:11][N:10]=2)=[C:4]([O:34][CH3:35])[CH:3]=1.[N:36]1[CH:41]=[CH:40][CH:39]=[N:38][C:37]=1[NH2:42].C1COCC1.C[Si]([N-][Si](C)(C)C)(C)C.[Li+]. Product: [Br:1][C:2]1[C:7]([Cl:8])=[CH:6][C:5]([C:9]2[C:18]3[C:13](=[CH:14][C:15]([S:19]([NH:42][C:37]4[N:38]=[CH:39][CH:40]=[CH:41][N:36]=4)(=[O:22])=[O:20])=[CH:16][CH:17]=3)[N:12]=[CH:11][N:10]=2)=[C:4]([O:34][CH3:35])[CH:3]=1. The catalyst class is: 818. (4) Reactant: O.NN.[CH3:4][N:5]([CH3:34])[C:6]([C:8]1[C:9]2[C:10](=[O:33])[C@H:11]([O:29]C(=O)C)[C@@H:12]([C:23]3[CH:28]=[CH:27][CH:26]=[CH:25][CH:24]=3)[NH:13][C:14]=2[C:15]2[N:20]=[C:19]([CH3:21])[N:18]([CH3:22])[C:16]=2[CH:17]=1)=[O:7]. Product: [CH3:34][N:5]([CH3:4])[C:6]([C:8]1[C:9]2[C:10](=[O:33])[C@H:11]([OH:29])[C@@H:12]([C:23]3[CH:28]=[CH:27][CH:26]=[CH:25][CH:24]=3)[NH:13][C:14]=2[C:15]2[N:20]=[C:19]([CH3:21])[N:18]([CH3:22])[C:16]=2[CH:17]=1)=[O:7]. The catalyst class is: 5. (5) Reactant: CO.CCN(CC)CC.[NH2:10][C:11]1[C:16]([N+:17]([O-])=O)=[CH:15][C:14]([C:20]2[CH:21]=[N:22][C:23]([C:26]([OH:29])([CH3:28])[CH3:27])=[N:24][CH:25]=2)=[C:13]([F:30])[C:12]=1[CH:31]1[CH2:35][CH2:34][CH2:33][O:32]1. Product: [NH2:10][C:11]1[C:16]([NH2:17])=[CH:15][C:14]([C:20]2[CH:21]=[N:22][C:23]([C:26]([OH:29])([CH3:27])[CH3:28])=[N:24][CH:25]=2)=[C:13]([F:30])[C:12]=1[CH:31]1[CH2:35][CH2:34][CH2:33][O:32]1. The catalyst class is: 354. (6) Reactant: [CH3:1][O:2][C:3]1[CH:8]=[CH:7][C:6]([O:9][C:10](Cl)=[O:11])=[CH:5][CH:4]=1.[NH2:13][C:14]1[CH:15]=[C:16]([C:20]2[C:24]([Br:25])=[CH:23][N:22]([CH3:26])[N:21]=2)[CH:17]=[CH:18][CH:19]=1.C(N(CC)CC)C.CCOC(C)=O.CCCCCC. Product: [Br:25][C:24]1[C:20]([C:16]2[CH:15]=[C:14]([NH:13][C:10]([O:9][C:6]3[CH:7]=[CH:8][C:3]([O:2][CH3:1])=[CH:4][CH:5]=3)=[O:11])[CH:19]=[CH:18][CH:17]=2)=[N:21][N:22]([CH3:26])[CH:23]=1. The catalyst class is: 2.